Dataset: Forward reaction prediction with 1.9M reactions from USPTO patents (1976-2016). Task: Predict the product of the given reaction. (1) Given the reactants [N+:1]([C:4]1[CH:5]=[CH:6][C:7]2[CH2:13][CH2:12][CH2:11][NH:10][C:9](=[O:14])[C:8]=2[CH:15]=1)([O-])=O, predict the reaction product. The product is: [NH2:1][C:4]1[CH:5]=[CH:6][C:7]2[CH2:13][CH2:12][CH2:11][NH:10][C:9](=[O:14])[C:8]=2[CH:15]=1. (2) The product is: [Br:42][C:15]1[C:14]([NH2:17])=[CH:13][CH:12]=[C:11]2[C:16]=1[C:8]([C:4]1[CH:5]=[CH:6][CH:7]=[C:2]([F:1])[CH:3]=1)=[N:9][N:10]2[C:18]([C:25]1[CH:26]=[CH:27][CH:28]=[CH:29][CH:30]=1)([C:31]1[CH:32]=[CH:33][CH:34]=[CH:35][CH:36]=1)[C:19]1[CH:24]=[CH:23][CH:22]=[CH:21][CH:20]=1. Given the reactants [F:1][C:2]1[CH:3]=[C:4]([C:8]2[C:16]3[C:11](=[CH:12][CH:13]=[C:14]([NH2:17])[CH:15]=3)[N:10]([C:18]([C:31]3[CH:36]=[CH:35][CH:34]=[CH:33][CH:32]=3)([C:25]3[CH:30]=[CH:29][CH:28]=[CH:27][CH:26]=3)[C:19]3[CH:24]=[CH:23][CH:22]=[CH:21][CH:20]=3)[N:9]=2)[CH:5]=[CH:6][CH:7]=1.C(=O)([O-])O.[Na+].[Br:42]Br, predict the reaction product. (3) Given the reactants [F:1][C:2]1[CH:3]=[C:4]([C:8]2[N:13]=[C:12]3[NH:14][N:15]=[C:16](N)[C:11]3=[CH:10][C:9]=2[C:18]2[CH:23]=[CH:22][N:21]=[CH:20][N:19]=2)[CH:5]=[CH:6][CH:7]=1.Cl.N([O-])=O.[Na+].[PH2](O)=O.[OH-].[Na+], predict the reaction product. The product is: [F:1][C:2]1[CH:3]=[C:4]([C:8]2[N:13]=[C:12]3[NH:14][N:15]=[CH:16][C:11]3=[CH:10][C:9]=2[C:18]2[CH:23]=[CH:22][N:21]=[CH:20][N:19]=2)[CH:5]=[CH:6][CH:7]=1.